From a dataset of Reaction yield outcomes from USPTO patents with 853,638 reactions. Predict the reaction yield, written as a fraction of the theoretical maximum amount of product (1.0 means a 100% yield; for example, 0.34 means a 34% yield). (1) The yield is 0.670. The catalyst is C(O)=O. The reactants are [CH:1]([NH:4][C:5]1[C:6]([NH:11][C:12]2[CH:17]=[CH:16][CH:15]=[CH:14][CH:13]=2)=[N:7][CH:8]=[CH:9][CH:10]=1)([CH3:3])[CH3:2].[CH2:18](OC(OCC)OCC)C.[ClH:28]. The product is [Cl-:28].[CH:1]([N+:4]1[C:5]2[C:6](=[N:7][CH:8]=[CH:9][CH:10]=2)[N:11]([C:12]2[CH:17]=[CH:16][CH:15]=[CH:14][CH:13]=2)[CH:18]=1)([CH3:3])[CH3:2]. (2) The reactants are [OH:1][CH:2]([C:4]1[CH:12]=[CH:11][C:7]([C:8]([O-:10])=[O:9])=[CH:6][CH:5]=1)[CH3:3].[C:13]1(P(C2C=CC=CC=2)C2C=CC=CC=2)C=CC=CC=1.[F:32][C:33]1[CH:38]=[C:37]([F:39])[CH:36]=[CH:35][C:34]=1O.CC(OC(/N=N/C(OC(C)C)=O)=O)C. The catalyst is O1CCCC1. The product is [F:32][C:33]1[CH:38]=[C:37]([F:39])[CH:36]=[CH:35][C:34]=1[O:1][CH:2]([C:4]1[CH:12]=[CH:11][C:7]([C:8]([O:10][CH3:13])=[O:9])=[CH:6][CH:5]=1)[CH3:3]. The yield is 0.330. (3) The reactants are [CH3:1][C:2]1[N:3]=[C:4]2[C:9]([NH:10][CH2:11][C:12]3[C:17]([CH3:18])=[CH:16][CH:15]=[CH:14][C:13]=3[CH2:19][CH3:20])=[CH:8][C:7]([C:21]([OH:23])=O)=[CH:6][N:5]2[C:24]=1[CH3:25].[B-](F)(F)(F)F.CN(C(ON1N=NC2C1=CC=CC=2)=[N+](C)C)C.C(Cl)Cl.[NH:51]1[CH2:56][CH2:55][O:54][CH2:53][CH2:52]1. The catalyst is C(OCC)(=O)C.C(Cl)Cl. The product is [CH3:1][C:2]1[N:3]=[C:4]2[C:9]([NH:10][CH2:11][C:12]3[C:17]([CH3:18])=[CH:16][CH:15]=[CH:14][C:13]=3[CH2:19][CH3:20])=[CH:8][C:7]([C:21]([N:51]3[CH2:56][CH2:55][O:54][CH2:53][CH2:52]3)=[O:23])=[CH:6][N:5]2[C:24]=1[CH3:25]. The yield is 0.660.